This data is from Forward reaction prediction with 1.9M reactions from USPTO patents (1976-2016). The task is: Predict the product of the given reaction. (1) Given the reactants [NH2:1][C:2]1[CH:11]=[CH:10][CH:9]=[C:8]2[C:3]=1[CH:4]=[CH:5][N:6]=[CH:7]2.[Cl:12][C:13]([Cl:18])([Cl:17])[C:14](Cl)=[O:15], predict the reaction product. The product is: [Cl:12][C:13]([Cl:18])([Cl:17])[C:14]([NH:1][C:2]1[CH:11]=[CH:10][CH:9]=[C:8]2[C:3]=1[CH:4]=[CH:5][N:6]=[CH:7]2)=[O:15]. (2) Given the reactants C([O:3][C:4](=[O:35])[C:5]([O:8][C:9]1[CH:14]=[CH:13][C:12]([NH:15][CH2:16][CH2:17][CH2:18][N:19]2[C:24](=[O:25])[C:23]3[N:26]([CH3:32])[N:27]=[C:28]([CH2:29][CH2:30][CH3:31])[C:22]=3[N:21]=[C:20]2[CH2:33][CH3:34])=[CH:11][CH:10]=1)([CH3:7])[CH3:6])C.C(=O)([O-])[O-].[Na+].[Na+], predict the reaction product. The product is: [CH2:33]([C:20]1[N:19]([CH2:18][CH2:17][CH2:16][NH:15][C:12]2[CH:13]=[CH:14][C:9]([O:8][C:5]([CH3:7])([CH3:6])[C:4]([OH:35])=[O:3])=[CH:10][CH:11]=2)[C:24](=[O:25])[C:23]2[N:26]([CH3:32])[N:27]=[C:28]([CH2:29][CH2:30][CH3:31])[C:22]=2[N:21]=1)[CH3:34]. (3) Given the reactants [C:1]([C:3]1[CH:8]=[CH:7][N:6]=[C:5]([O:9][C@H:10]2[CH2:15][N:14](C(OCC3C=CC=CC=3)=O)[C@H:13]([CH3:26])[CH2:12][CH2:11]2)[C:4]=1[CH3:27])#[N:2], predict the reaction product. The product is: [CH3:27][C:4]1[C:5]([O:9][C@@H:10]2[CH2:11][CH2:12][C@@H:13]([CH3:26])[NH:14][CH2:15]2)=[N:6][CH:7]=[CH:8][C:3]=1[C:1]#[N:2]. (4) The product is: [N+:1]([C:4]1[CH:5]=[CH:6][C:7]([O:10][C:11]2[CH:16]=[CH:15][C:14]([NH:17][C:18](=[O:19])[O:20][C:21]([CH3:24])([CH3:23])[CH3:22])=[CH:13][CH:12]=2)=[N:8][CH:9]=1)([O-:3])=[O:2]. Given the reactants [N+:1]([C:4]1[CH:5]=[CH:6][C:7]([O:10][C:11]2[CH:16]=[CH:15][C:14]([NH2:17])=[CH:13][CH:12]=2)=[N:8][CH:9]=1)([O-:3])=[O:2].[C:18](O[C:18]([O:20][C:21]([CH3:24])([CH3:23])[CH3:22])=[O:19])([O:20][C:21]([CH3:24])([CH3:23])[CH3:22])=[O:19], predict the reaction product. (5) Given the reactants [N:1]1[C:10]2[C:5](=[CH:6][CH:7]=[CH:8][CH:9]=2)[CH:4]=[C:3]([C:11]#[C:12][C:13]2[N:18]=[C:17]([C:19]([OH:21])=O)[CH:16]=[CH:15][CH:14]=2)[CH:2]=1.Cl.CN(C)CCCN=C=NCC.ON1C2C=CC=CC=2N=N1.[Cl:44][C:45]1[CH:54]=[CH:53][CH:52]=[C:51]([CH3:55])[C:46]=1[C:47]([NH:49][NH2:50])=[O:48], predict the reaction product. The product is: [Cl:44][C:45]1[CH:54]=[CH:53][CH:52]=[C:51]([CH3:55])[C:46]=1[C:47]([NH:49][NH:50][C:19]([C:17]1[CH:16]=[CH:15][CH:14]=[C:13]([C:12]#[C:11][C:3]2[CH:2]=[N:1][C:10]3[C:5]([CH:4]=2)=[CH:6][CH:7]=[CH:8][CH:9]=3)[N:18]=1)=[O:21])=[O:48]. (6) Given the reactants [H-].[Na+].Cl[CH2:4][CH2:5][S:6](Cl)(=[O:8])=[O:7].[F:10][C:11]1[CH:12]=[C:13]([C:24]2[CH:29]=[CH:28][CH:27]=[CH:26][CH:25]=2)[CH:14]=[CH:15][C:16]=1[C:17]1[C:18]([NH2:23])=[N:19][CH:20]=[CH:21][CH:22]=1.O, predict the reaction product. The product is: [F:10][C:11]1[CH:12]=[C:13]([C:24]2[CH:25]=[CH:26][CH:27]=[CH:28][CH:29]=2)[CH:14]=[CH:15][C:16]=1[C:17]1[C:18]2=[N:23][S:6](=[O:8])(=[O:7])[CH2:5][CH2:4][N:19]2[CH:20]=[CH:21][CH:22]=1. (7) Given the reactants [N+:1]([C:4]1C=CC=[CH:11][C:5]=1[O:6]CC(=O)C)([O-:3])=[O:2].[C:15]1(C)[CH:20]=[CH:19][CH:18]=[CH:17][CH:16]=1.C[OH:23], predict the reaction product. The product is: [N+:1]([CH:4]([O:23][C:15]1[CH:16]=[CH:17][CH:18]=[CH:19][CH:20]=1)[C:5](=[O:6])[CH3:11])([O-:3])=[O:2].